This data is from Forward reaction prediction with 1.9M reactions from USPTO patents (1976-2016). The task is: Predict the product of the given reaction. (1) The product is: [C:22]([CH2:21][CH:20]([NH:19][C:15]([C:7]1[CH:6]=[CH:5][C:4]([CH:1]2[CH2:2][CH2:3]2)=[C:9]([O:10][CH2:11][CH:12]2[CH2:13][CH2:14]2)[N:8]=1)=[O:17])[CH:25]1[CH2:27][CH2:26]1)(=[O:23])[NH2:24]. Given the reactants [CH:1]1([C:4]2[CH:5]=[CH:6][C:7]([C:15]([OH:17])=O)=[N:8][C:9]=2[O:10][CH2:11][CH:12]2[CH2:14][CH2:13]2)[CH2:3][CH2:2]1.Cl.[NH2:19][CH:20]([CH:25]1[CH2:27][CH2:26]1)[CH2:21][C:22]([NH2:24])=[O:23], predict the reaction product. (2) Given the reactants Cl[C:2](=[N:13][OH:14])[C@H:3]1[CH2:8][CH2:7][C@H:6]([C:9]([O:11][CH3:12])=[O:10])[CH2:5][CH2:4]1.[CH2:15]([OH:20])[C:16]#[C:17][CH2:18][OH:19].C(N(CC)CC)C, predict the reaction product. The product is: [CH3:12][O:11][C:9]([C@H:6]1[CH2:7][CH2:8][C@H:3]([C:2]2[C:17]([CH2:18][OH:19])=[C:16]([CH2:15][OH:20])[O:14][N:13]=2)[CH2:4][CH2:5]1)=[O:10].